Dataset: Full USPTO retrosynthesis dataset with 1.9M reactions from patents (1976-2016). Task: Predict the reactants needed to synthesize the given product. (1) Given the product [Br:1][C:2]1[CH:7]=[N:6][C:5]([CH2:8][CH2:9][CH2:10][CH2:11][N:12]2[CH:16]=[N:15][CH:14]=[N:13]2)=[CH:4][N:3]=1, predict the reactants needed to synthesize it. The reactants are: [Br:1][C:2]1[CH:7]=[N:6][C:5]([C:8]#[C:9][CH2:10][CH2:11][N:12]2[CH:16]=[N:15][CH:14]=[N:13]2)=[CH:4][N:3]=1. (2) Given the product [N:24]1([C:1](=[O:23])[CH2:2][CH2:3][CH:4]=[CH:5][CH2:6][CH:7]=[CH:8][CH2:9][CH:10]=[CH:11][CH2:12][CH:13]=[CH:14][CH2:15][CH:16]=[CH:17][CH2:18][CH:19]=[CH:20][CH2:21][CH3:22])[CH2:29][CH2:28][NH:27][CH2:26][CH2:25]1, predict the reactants needed to synthesize it. The reactants are: [C:1]([N:24]1[CH2:29][CH2:28][N:27](C(OC(C)(C)C)=O)[CH2:26][CH2:25]1)(=[O:23])[CH2:2][CH2:3][CH:4]=[CH:5][CH2:6][CH:7]=[CH:8][CH2:9][CH:10]=[CH:11][CH2:12][CH:13]=[CH:14][CH2:15][CH:16]=[CH:17][CH2:18][CH:19]=[CH:20][CH2:21][CH3:22].C(C(O)=O)(F)(F)F.C([O-])([O-])=O.[Na+].[Na+]. (3) Given the product [CH2:1]([O:3][C:4]([C:6]1[C:7]([O:25][C:26](=[O:28])[CH3:27])=[C:8]2[C:16]([Cl:36])=[CH:15][N:14]([C:17]3[CH:22]=[CH:21][C:20]([O:23][CH3:24])=[CH:19][CH:18]=3)[C:9]2=[C:10]([C:12]#[N:13])[N:11]=1)=[O:5])[CH3:2], predict the reactants needed to synthesize it. The reactants are: [CH2:1]([O:3][C:4]([C:6]1[C:7]([O:25][C:26](=[O:28])[CH3:27])=[C:8]2[CH:16]=[CH:15][N:14]([C:17]3[CH:22]=[CH:21][C:20]([O:23][CH3:24])=[CH:19][CH:18]=3)[C:9]2=[C:10]([C:12]#[N:13])[N:11]=1)=[O:5])[CH3:2].C1C(=O)N([Cl:36])C(=O)C1. (4) Given the product [OH:8][N:9]=[C:10]1[C:18]2[C:13](=[CH:14][C:15]([NH:19][C:20]3[C:24]4[CH:25]=[N:26][CH:27]=[CH:28][C:23]=4[S:22][C:21]=3[C:29]([O:31][CH2:32][CH3:33])=[O:30])=[CH:16][CH:17]=2)[CH2:12][CH2:11]1, predict the reactants needed to synthesize it. The reactants are: [Si]([O:8][N:9]=[C:10]1[C:18]2[C:13](=[CH:14][C:15]([NH:19][C:20]3[C:24]4[CH:25]=[N:26][CH:27]=[CH:28][C:23]=4[S:22][C:21]=3[C:29]([O:31][CH2:32][CH3:33])=[O:30])=[CH:16][CH:17]=2)[CH2:12][CH2:11]1)(C(C)(C)C)(C)C.CCCC[N+](CCCC)(CCCC)CCCC.[F-]. (5) Given the product [O:7]=[C:6]([C:8]1[CH:13]=[CH:12][CH:11]=[CH:10][C:9]=1[C:14]([F:17])([F:16])[F:15])[CH2:5][CH2:4][CH2:3][CH2:2][N:18]1[CH2:23][CH2:22][CH:21]([C:24]2[CH:25]=[C:26]([NH:30][C:31]([CH:33]3[CH2:34][CH2:35]3)=[O:32])[CH:27]=[CH:28][CH:29]=2)[CH2:20][CH2:19]1, predict the reactants needed to synthesize it. The reactants are: Cl[CH2:2][CH2:3][CH2:4][CH2:5][C:6]([C:8]1[CH:13]=[CH:12][CH:11]=[CH:10][C:9]=1[C:14]([F:17])([F:16])[F:15])=[O:7].[NH:18]1[CH2:23][CH2:22][CH:21]([C:24]2[CH:25]=[C:26]([NH:30][C:31]([CH:33]3[CH2:35][CH2:34]3)=[O:32])[CH:27]=[CH:28][CH:29]=2)[CH2:20][CH2:19]1.